From a dataset of Peptide-MHC class II binding affinity with 134,281 pairs from IEDB. Regression. Given a peptide amino acid sequence and an MHC pseudo amino acid sequence, predict their binding affinity value. This is MHC class II binding data. The peptide sequence is GRYNCKCCWFADKNL. The MHC is DRB1_1101 with pseudo-sequence DRB1_1101. The binding affinity (normalized) is 0.317.